This data is from Experimentally validated miRNA-target interactions with 360,000+ pairs, plus equal number of negative samples. The task is: Binary Classification. Given a miRNA mature sequence and a target amino acid sequence, predict their likelihood of interaction. (1) The miRNA is mmu-miR-743b-3p with sequence GAAAGACAUCAUGCUGAAUAGA. The protein sequence of the target gene is MNKLKSSQKDKVRQFMIFTQSSEKTAVSCLSQNDWKLDVATDNFFQNPELYIRESVKGSLDRKKLEQLYTRYKDPQDENKIGIDGIQQFCDDLALDPASISVLIIAWKFRAATQCEFSKQEFMDGMTELGCDSIEKLKAQIPKMEQELKEPGRFKDFYQFTFNFAKNPGQKGLDLEMAIAYWNLVLNGRFKFLDLWNKFLLEHHKRSIPKDTWNLLLDFSSMIADDMSNYDEEGAWPVLIDDFVEFARPQIAGTKSTTV. Result: 1 (interaction). (2) The miRNA is mmu-miR-20b-5p with sequence CAAAGUGCUCAUAGUGCAGGUAG. The protein sequence of the target gene is MAEPAPAVWPSAPDLTPAPGTPSEAAPPRDNWVYWAMLPPPPPPLSSPVAGSEQSRKGQPHVLPQPPSGALPPFDAQILPAAQPPFDAQAPPDAQSQFSGQQAWNLQASTPWYWGLSPNGFSTYHTSYQSPVTHSYFPRSHDAKFNLPQNRKQKTKKRKEPVFHFFCDTCDRGFKNQEKYDTHMSEHTKCPEVDCSFSAHEKIVQFHWRNMHAPGMKKIKLDTPEEIARWREERRKNYPTLANIERKKKLQLEKAKRGEVLTTTQYGKMKGMSRHSQMAKIRSPGKHHKWRRGGARQRAV.... Result: 0 (no interaction). (3) The miRNA is hsa-miR-8082 with sequence UGAUGGAGCUGGGAAUACUCUG. The protein sequence of the target gene is MLLATFKLCAGSSYRHMRNMKGLRQQAVMAISQELNRRALGGPTPSTWINQVRRRSSLLGSRLEETLYSDQELAYLQQGEEAMQKALGILSNQEGWKKESQQDNGDKVMSKVVPDVGKVFRLEVVVDQPMERLYEELVERMEAMGEWNPNVKEIKVLQKIGKDTFITHELAAEAAGNLVGPRDFVSVRCAKRRGSTCVLAGMATDFGNMPEQKGVIRAEHGPTCMVLHPLAGSPSKTKLTWLLSIDLKGWLPKSIINQVLSQTQVDFANHLRKRLESHPASEARC. Result: 1 (interaction). (4) The miRNA is hsa-miR-4804-5p with sequence UUGGACGGUAAGGUUAAGCAA. The protein sequence of the target gene is MSTTSKESLVCNLRQLKCHFTWNLIAEDESLDEFEDRVFNKDEFQNSEFKATMCNILAYVKHCRGLNEAALQCLGEAEGFIQQQHPDQVEIRSLVTWGNYAWVYYHMGQFSKAQAYLDKVKQVCKKFSSPYRIENPALDCEEGWARLKCTKNQNERVKVCFQKALEKDPKNPEFTSGWAIAFYRLDDWPARNYCIDSLEQAIQLSPDNTYVKVLLALKLDAVHVHKNQAMALVEEALKKDPSAIDTLLRAARFYCKVYDTDRAIQLLRKALEKLPNNAYVHYYMGCCYRSKVHHMLNRRE.... Result: 0 (no interaction). (5) The miRNA is hsa-miR-8084 with sequence GAAUACUAAGUAAAAAAUCAGUA. The protein sequence of the target gene is MSSSFFNPSFAFSSHFDPDGAPLSELSWPSSLAVVAVSFSGLFAVIVLMLACLCCKKGGIGFKEFENAEGDEYAADLAQGSPATAAQNGPDVYVLPLTEVSLPMAKQPGRSVQLLKSTDVGRHSLLYLKEIGRGWFGKVFLGEVNSGISSAQVVVKELQASASVQEQMQFLEEVQPYRALKHSNLLQCLAQCAEVTPYLLVMEFCPLGDLKGYLRSCRVAESMAPDPRTLQRMACEVACGVLHLHRNNFVHSDLALRNCLLTADLTVKIGDYGLAHCKYREDYFVTADQLWVPLRWIAPE.... Result: 0 (no interaction). (6) The miRNA is hsa-miR-542-5p with sequence UCGGGGAUCAUCAUGUCACGAGA. The protein sequence of the target gene is MTSRTRVTWPSPPRPLPVPAAAAVAFGAKGTDPAEARSSRGIEEAGPRAHGRAGREPERRRSRQQRRGGLQARRSTLLKTCARARATAPGAMKMVAPWTRFYSNSCCLCCHVRTGTILLGVWYLIINAVVLLILLSALADPDQYNFSSSELGGDFEFMDDANMCIAIAISLLMILICAMATYGAYKQRAAWIIPFFCYQIFDFALNMLVAITVLIYPNSIQEYIRQLPPNFPYRDDVMSVNPTCLVLIILLFISIILTFKGYLISCVWNCYRYINGRNSSDVLVYVTSNDTTVLLPPYDD.... Result: 0 (no interaction). (7) Result: 0 (no interaction). The protein sequence of the target gene is MKKHSARVAPLSACNSPVLTLTKVEGEERPRDSPGPAEAQAPAGVEAGGRASRRCWTCSRAQLKKIFWGVAVVLCVCSSWAGSTQLAKLTFRKFDAPFTLTWFATNWNFLFFPLYYVGHVCKSTEKQSVKQRYRECCRFFGDNGLTLKVFFTKAAPFGVLWTLTNYLYLHAIKKINTTDVSVLFCCNKAFVFLLSWIVLRDRFMGVRIVAAILAIAGIVMMTYADGFHSHSVIGIALVVASASMSALYKVLFKLLLGSAKFGEAALFLSILGVFNILFITCIPIILYFTKVEYWSSFDDI.... The miRNA is hsa-miR-3124-5p with sequence UUCGCGGGCGAAGGCAAAGUC.